This data is from Forward reaction prediction with 1.9M reactions from USPTO patents (1976-2016). The task is: Predict the product of the given reaction. Given the reactants [Br:1][C:2]1[CH:10]=[CH:9][C:5]([C:6]([OH:8])=O)=[C:4]([F:11])[CH:3]=1.[CH3:12][CH:13]([CH3:16])[CH2:14][NH2:15], predict the reaction product. The product is: [Br:1][C:2]1[CH:10]=[CH:9][C:5]([C:6]([NH:15][CH2:14][CH:13]([CH3:16])[CH3:12])=[O:8])=[C:4]([F:11])[CH:3]=1.